This data is from NCI-60 drug combinations with 297,098 pairs across 59 cell lines. The task is: Regression. Given two drug SMILES strings and cell line genomic features, predict the synergy score measuring deviation from expected non-interaction effect. (1) Drug 1: CC1C(C(CC(O1)OC2CC(CC3=C2C(=C4C(=C3O)C(=O)C5=C(C4=O)C(=CC=C5)OC)O)(C(=O)C)O)N)O.Cl. Drug 2: C1CNP(=O)(OC1)N(CCCl)CCCl. Cell line: IGROV1. Synergy scores: CSS=32.9, Synergy_ZIP=-0.356, Synergy_Bliss=6.83, Synergy_Loewe=-81.6, Synergy_HSA=4.67. (2) Drug 1: CC1=C(C=C(C=C1)NC2=NC=CC(=N2)N(C)C3=CC4=NN(C(=C4C=C3)C)C)S(=O)(=O)N.Cl. Drug 2: CC(C)NC(=O)C1=CC=C(C=C1)CNNC.Cl. Cell line: HOP-62. Synergy scores: CSS=-1.02, Synergy_ZIP=-0.173, Synergy_Bliss=-4.76, Synergy_Loewe=-10.3, Synergy_HSA=-7.42. (3) Drug 1: CC(C)(C#N)C1=CC(=CC(=C1)CN2C=NC=N2)C(C)(C)C#N. Drug 2: CCCCCOC(=O)NC1=NC(=O)N(C=C1F)C2C(C(C(O2)C)O)O. Cell line: UACC-257. Synergy scores: CSS=1.66, Synergy_ZIP=-2.90, Synergy_Bliss=-3.31, Synergy_Loewe=-2.40, Synergy_HSA=-2.15. (4) Drug 1: C1=C(C(=O)NC(=O)N1)N(CCCl)CCCl. Drug 2: C1=CN(C(=O)N=C1N)C2C(C(C(O2)CO)O)O.Cl. Cell line: A498. Synergy scores: CSS=19.4, Synergy_ZIP=-10.5, Synergy_Bliss=-7.36, Synergy_Loewe=-20.2, Synergy_HSA=-4.35. (5) Drug 1: CNC(=O)C1=CC=CC=C1SC2=CC3=C(C=C2)C(=NN3)C=CC4=CC=CC=N4. Drug 2: CC1CCC2CC(C(=CC=CC=CC(CC(C(=O)C(C(C(=CC(C(=O)CC(OC(=O)C3CCCCN3C(=O)C(=O)C1(O2)O)C(C)CC4CCC(C(C4)OC)O)C)C)O)OC)C)C)C)OC. Cell line: MCF7. Synergy scores: CSS=42.0, Synergy_ZIP=8.04, Synergy_Bliss=8.05, Synergy_Loewe=-6.58, Synergy_HSA=9.94.